This data is from Full USPTO retrosynthesis dataset with 1.9M reactions from patents (1976-2016). The task is: Predict the reactants needed to synthesize the given product. (1) Given the product [CH2:21]([C@H:8]([NH:7][C:6]([C@@H:61]([NH:60][C:58]([C@@H:57]([NH:56][C:54]([CH:46]1[CH2:47][C:52]2[C:53](=[CH:48][CH:49]=[CH:50][CH:51]=2)[CH2:45]1)=[O:55])[CH3:72])=[O:59])[CH:65]([C:31]1[CH:30]=[CH:85][CH:84]=[CH:83][CH:82]=1)[CH3:36])=[O:28])[CH:9]([C:11](=[O:20])[NH:12][CH2:13][C:14]1[CH:15]=[CH:16][CH:17]=[CH:18][CH:19]=1)[OH:10])[C:22]1[CH:23]=[CH:24][CH:25]=[CH:26][CH:27]=1, predict the reactants needed to synthesize it. The reactants are: C(O[C:6](=[O:28])[NH:7][C@@H:8]([CH2:21][C:22]1[CH:27]=[CH:26][CH:25]=[CH:24][CH:23]=1)[CH:9]([C:11](=[O:20])[NH:12][CH2:13][C:14]1[CH:19]=[CH:18][CH:17]=[CH:16][CH:15]=1)[OH:10])(C)(C)C.F[C:30](F)(F)[C:31](O)=O.[CH:36](N(CC)C(C)C)(C)C.[CH2:45]1[C:53]2[C:48](=[CH:49][CH:50]=[CH:51][CH:52]=2)[CH2:47][CH:46]1[C:54]([NH:56][C@@H:57]([CH3:72])[C:58]([NH:60][C@@H:61]([CH2:65]C1C=CC=CC=1)C(O)=O)=[O:59])=[O:55].CN(C(ON1N=N[C:83]2[CH:84]=[CH:85]C=N[C:82]1=2)=[N+](C)C)C.F[P-](F)(F)(F)(F)F. (2) Given the product [Br:1][C:14]1[C:10]2[O:11][CH2:12][O:13][C:9]=2[CH:8]=[C:7]2[C:15]=1[CH2:16][CH:5]([CH3:3])[C:6]2=[O:17], predict the reactants needed to synthesize it. The reactants are: [Br:1]Br.[CH2:3]([CH:5]1[CH2:16][C:15]2[C:7](=[CH:8][C:9]3[O:13][CH2:12][O:11][C:10]=3[CH:14]=2)[C:6]1=[O:17])C.CC([O-])=O.[Na+]. (3) Given the product [CH3:21][O:22][C:2]1[C:3]([N+:18]([O-:20])=[O:19])=[C:4]([N:12]2[CH:16]=[C:15]([CH3:17])[N:14]=[CH:13]2)[CH:5]=[C:6]([C:8]([F:11])([F:10])[F:9])[CH:7]=1, predict the reactants needed to synthesize it. The reactants are: F[C:2]1[C:3]([N+:18]([O-:20])=[O:19])=[C:4]([N:12]2[CH:16]=[C:15]([CH3:17])[N:14]=[CH:13]2)[CH:5]=[C:6]([C:8]([F:11])([F:10])[F:9])[CH:7]=1.[CH3:21][O-:22].[Na+].CO.O. (4) Given the product [CH3:18][CH:17]([CH3:19])[CH2:16][C@@H:15]([NH:20][C:21](=[O:27])[O:22][C:23]([CH3:26])([CH3:25])[CH3:24])[C:14]([NH:13][C:4]1[CH:5]=[CH:6][C:7]([C:8]2[O:12][CH:11]=[N:10][CH:9]=2)=[C:2]([CH3:29])[CH:3]=1)=[O:28], predict the reactants needed to synthesize it. The reactants are: Br[C:2]1[CH:3]=[C:4]([NH:13][C:14](=[O:28])[C@H:15]([NH:20][C:21](=[O:27])[O:22][C:23]([CH3:26])([CH3:25])[CH3:24])[CH2:16][CH:17]([CH3:19])[CH3:18])[CH:5]=[CH:6][C:7]=1[C:8]1[O:12][CH:11]=[N:10][CH:9]=1.[CH3:29]B(O)O.C(=O)([O-])[O-].[Na+].[Na+].C([O-])(O)=O.[Na+]. (5) Given the product [NH3:2].[I-:47].[CH3:40][C:36]1([CH3:39])[O:35][C:34]2[CH:41]=[CH:42][C:31]([C@@H:29]([OH:30])[CH2:28][N:17]([C:18](=[O:27])[O:19][CH2:20][C:21]3[CH:26]=[CH:25][CH:24]=[CH:23][CH:22]=3)[CH2:16][CH2:15][CH2:14][CH2:13][CH2:12][CH2:11][O:10][CH2:9][CH2:8][O:7][CH2:6][C:5]3[CH:4]=[C:3]([N+:2]([CH3:48])([CH3:1])[CH3:46])[CH:45]=[CH:44][CH:43]=3)=[CH:32][C:33]=2[CH2:38][O:37]1, predict the reactants needed to synthesize it. The reactants are: [CH3:1][N:2]([CH3:46])[C:3]1[CH:4]=[C:5]([CH:43]=[CH:44][CH:45]=1)[CH2:6][O:7][CH2:8][CH2:9][O:10][CH2:11][CH2:12][CH2:13][CH2:14][CH2:15][CH2:16][N:17]([CH2:28][C@@H:29]([C:31]1[CH:42]=[CH:41][C:34]2[O:35][C:36]([CH3:40])([CH3:39])[O:37][CH2:38][C:33]=2[CH:32]=1)[OH:30])[C:18](=[O:27])[O:19][CH2:20][C:21]1[CH:26]=[CH:25][CH:24]=[CH:23][CH:22]=1.[I:47][CH3:48].